Task: Predict the reaction yield, written as a fraction of the theoretical maximum amount of product (1.0 means a 100% yield; for example, 0.34 means a 34% yield).. Dataset: Reaction yield outcomes from USPTO patents with 853,638 reactions (1) The reactants are [CH2:1]([O:8][C:9](=[O:20])[N:10]([CH2:17][CH:18]=C)[CH:11](C)[CH2:12][CH2:13][CH:14]=[CH2:15])[C:2]1[CH:7]=[CH:6][CH:5]=[CH:4][CH:3]=1. The catalyst is C(Cl)Cl.C=CC1C=CC=CC=1.C1C=CC(P(C2C=CC=CC=2)C2C=CC=CC=2)=CC=1.C1C=CC(P(C2C=CC=CC=2)C2C=CC=CC=2)=CC=1.Cl[Ru]Cl. The product is [CH2:1]([O:8][C:9]([N:10]1[CH2:11][CH:12]=[CH:13][CH2:14][CH2:15][CH:17]1[CH3:18])=[O:20])[C:2]1[CH:3]=[CH:4][CH:5]=[CH:6][CH:7]=1. The yield is 0.920. (2) The reactants are [Br:1][C:2]1[CH:3]=[C:4]2[C:8](=[CH:9][CH:10]=1)[NH:7][C:6](=[O:11])[CH2:5]2.[CH2:12]([N:14]([CH2:29][CH3:30])[CH2:15][CH2:16][CH2:17][NH:18][C:19]([C:21]1[NH:22][C:23]([CH:27]=O)=[CH:24][C:25]=1[CH3:26])=[O:20])[CH3:13]. No catalyst specified. The product is [CH2:29]([N:14]([CH2:12][CH3:13])[CH2:15][CH2:16][CH2:17][NH:18][C:19]([C:21]1[NH:22][C:23]([CH:27]=[C:5]2[C:4]3[C:8](=[CH:9][CH:10]=[C:2]([Br:1])[CH:3]=3)[NH:7][C:6]2=[O:11])=[CH:24][C:25]=1[CH3:26])=[O:20])[CH3:30]. The yield is 0.150. (3) The reactants are CCN(C(C)C)C(C)C.CC([O:14][C:15]([N:17]1[CH2:22][CH2:21][O:20][CH2:19][C@@H:18]1[C:23]([OH:25])=O)=[O:16])(C)C.CN(C(ON1N=NC2C=CC=NC1=2)=[N+](C)C)C.F[P-](F)(F)(F)(F)F.[NH2:50][CH2:51][C:52]1[CH:53]=[C:54]([CH2:58][N:59]2[C:67]3[C:62](=[C:63]([C:68]([OH:71])([CH3:70])[CH3:69])[CH:64]=[CH:65][CH:66]=3)[C:61]([NH:72][S:73]([C:76]3[S:77][C:78]([Cl:81])=[CH:79][CH:80]=3)(=[O:75])=[O:74])=[N:60]2)[CH:55]=[CH:56][CH:57]=1.Cl.O1CCOCC1. The catalyst is C(Cl)Cl. The product is [CH:15]([OH:16])=[O:14].[Cl:81][C:78]1[S:77][C:76]([S:73]([NH:72][C:61]2[C:62]3[C:67](=[CH:66][CH:65]=[CH:64][C:63]=3[C:68]([OH:71])([CH3:69])[CH3:70])[N:59]([CH2:58][C:54]3[CH:53]=[C:52]([CH2:51][NH:50][C:23]([C@H:18]4[CH2:19][O:20][CH2:21][CH2:22][NH:17]4)=[O:25])[CH:57]=[CH:56][CH:55]=3)[N:60]=2)(=[O:74])=[O:75])=[CH:80][CH:79]=1. The yield is 0.0500.